This data is from Choline transporter screen with 302,306 compounds. The task is: Binary Classification. Given a drug SMILES string, predict its activity (active/inactive) in a high-throughput screening assay against a specified biological target. (1) The molecule is FC(F)Oc1ccc(NC(=O)COC(=O)CNC(=O)c2cc(c([N+]([O-])=O)cc2)C)cc1. The result is 0 (inactive). (2) The molecule is Clc1c(C(=O)NN2C(=O)C(/SC2=S)=C/c2[nH]c3c(n2)cccc3)cccc1. The result is 0 (inactive). (3) The drug is Clc1c(NC(=O)Cn2ccsc2=N)cc(S(=O)(=O)N2CCCC2)cc1. The result is 0 (inactive). (4) The drug is O=C1N(C(=O)C2C1C(NC2c1occc1)(CC)C(OCC)=O)CC. The result is 0 (inactive). (5) The molecule is Clc1cc2=C3CCCC(NCCO)=C3N=c2cc1. The result is 0 (inactive). (6) The drug is Clc1ccc(C2NC(=O)NC(CN3CCc4c3cccc4)=C2C(OCC)=O)cc1. The result is 0 (inactive).